The task is: Predict the product of the given reaction.. This data is from Forward reaction prediction with 1.9M reactions from USPTO patents (1976-2016). (1) Given the reactants [CH3:1][N:2]1[CH:6]=[C:5]([S:7]([N:10]2[CH2:14][C@@H:13]([C:15]3[CH:20]=[CH:19][CH:18]=[CH:17][CH:16]=3)[C@H:12]([NH:21][C:22](=O)[C:23]3[CH:28]=[C:27]([C:29]([F:32])([F:31])[F:30])[CH:26]=[CH:25][C:24]=3[N+:33]([O-])=O)[CH2:11]2)(=[O:9])=[O:8])[N:4]=[CH:3]1, predict the reaction product. The product is: [NH2:33][C:24]1[CH:25]=[CH:26][C:27]([C:29]([F:31])([F:32])[F:30])=[CH:28][C:23]=1[CH2:22][NH:21][C@H:12]1[C@H:13]([C:15]2[CH:20]=[CH:19][CH:18]=[CH:17][CH:16]=2)[CH2:14][N:10]([S:7]([C:5]2[N:4]=[CH:3][N:2]([CH3:1])[CH:6]=2)(=[O:9])=[O:8])[CH2:11]1. (2) Given the reactants Cl[C:2]1[C:3]2[CH2:16][CH2:15][N:14]([C:17]3[CH:18]=[N:19][CH:20]=[CH:21][CH:22]=3)[C:4]=2[N:5]=[C:6]([N:8]2[CH2:13][CH2:12][O:11][CH2:10][CH2:9]2)[N:7]=1.[OH:23][CH2:24][C:25]1[CH:26]=[C:27](B(O)O)[CH:28]=[CH:29][CH:30]=1.B(O)O, predict the reaction product. The product is: [N:8]1([C:6]2[N:7]=[C:2]([C:29]3[CH:30]=[C:25]([CH2:24][OH:23])[CH:26]=[CH:27][CH:28]=3)[C:3]3[CH2:16][CH2:15][N:14]([C:17]4[CH:18]=[N:19][CH:20]=[CH:21][CH:22]=4)[C:4]=3[N:5]=2)[CH2:13][CH2:12][O:11][CH2:10][CH2:9]1. (3) Given the reactants Cl[C:2]1[N:7]=[C:6]([NH:8][C:9]([C:11]2([C:14]3[CH:15]=[CH:16][C:17]4[O:21][CH2:20][CH2:19][C:18]=4[CH:22]=3)[CH2:13][CH2:12]2)=[O:10])[CH:5]=[C:4]([CH3:23])[C:3]=1[CH3:24].[CH3:25][O:26][C:27]1[CH:32]=[C:31](B(O)O)[CH:30]=[CH:29][N:28]=1.C([O-])([O-])=O.[Na+].[Na+], predict the reaction product. The product is: [O:21]1[C:17]2[CH:16]=[CH:15][C:14]([C:11]3([C:9]([NH:8][C:6]4[N:7]=[C:2]([C:31]5[CH:30]=[CH:29][N:28]=[C:27]([O:26][CH3:25])[CH:32]=5)[C:3]([CH3:24])=[C:4]([CH3:23])[CH:5]=4)=[O:10])[CH2:13][CH2:12]3)=[CH:22][C:18]=2[CH2:19][CH2:20]1. (4) Given the reactants Cl.Cl.Cl.[O:4]1[C:12]2[CH:11]=[CH:10][N:9]=[C:8]([N:13]3[CH2:18][CH2:17][N:16]([CH2:19][CH2:20][C@H:21]4[CH2:26][CH2:25][C@H:24]([NH2:27])[CH2:23][CH2:22]4)[CH2:15][CH2:14]3)[C:7]=2[CH2:6][CH2:5]1.[F:28][C:29]1([F:35])[CH2:31][CH:30]1[C:32](O)=[O:33], predict the reaction product. The product is: [O:4]1[C:12]2[CH:11]=[CH:10][N:9]=[C:8]([N:13]3[CH2:18][CH2:17][N:16]([CH2:19][CH2:20][C@H:21]4[CH2:26][CH2:25][C@H:24]([NH:27][C:32]([CH:30]5[CH2:31][C:29]5([F:35])[F:28])=[O:33])[CH2:23][CH2:22]4)[CH2:15][CH2:14]3)[C:7]=2[CH2:6][CH2:5]1. (5) The product is: [CH:7]([C:9]1[CH:14]=[CH:13][C:12]([N:18]2[CH:22]=[CH:21][CH:20]=[N:19]2)=[CH:11][CH:10]=1)=[O:8]. Given the reactants N1C=CC=CC=1.[CH:7]([C:9]1[CH:14]=[CH:13][C:12](B(O)O)=[CH:11][CH:10]=1)=[O:8].[NH:18]1[CH:22]=[CH:21][CH:20]=[N:19]1, predict the reaction product. (6) Given the reactants [NH2:1][CH2:2][CH:3]([OH:29])[CH2:4][O:5][C:6]1[C:11]([CH3:12])=[CH:10][C:9]([CH2:13][CH2:14][C:15]([C:17]2[S:18][C:19]([CH3:27])=[C:20]([CH2:23][CH:24]([CH3:26])[CH3:25])[C:21]=2[CH3:22])=[O:16])=[CH:8][C:7]=1[CH3:28].CCN(C(C)C)C(C)C.[CH3:39][S:40](Cl)(=[O:42])=[O:41], predict the reaction product. The product is: [OH:29][CH:3]([CH2:4][O:5][C:6]1[C:11]([CH3:12])=[CH:10][C:9]([CH2:13][CH2:14][C:15]([C:17]2[S:18][C:19]([CH3:27])=[C:20]([CH2:23][CH:24]([CH3:26])[CH3:25])[C:21]=2[CH3:22])=[O:16])=[CH:8][C:7]=1[CH3:28])[CH2:2][NH:1][S:40]([CH3:39])(=[O:42])=[O:41].